Dataset: Reaction yield outcomes from USPTO patents with 853,638 reactions. Task: Predict the reaction yield, written as a fraction of the theoretical maximum amount of product (1.0 means a 100% yield; for example, 0.34 means a 34% yield). (1) The reactants are [CH2:1]([P:10](=[O:17])([O:14][CH2:15][CH3:16])[O:11][CH2:12][CH3:13])P(=O)(OCC)OCC.[H-].[Na+].[CH:20]([C:22]1[C:23]([NH:33][C:34](=[O:55])[C:35]2[CH:40]=[CH:39][C:38]([O:41][CH2:42][C:43]3[N:44]=[C:45]([C:49]4[CH:54]=[CH:53][CH:52]=[CH:51][CH:50]=4)[O:46][C:47]=3[CH3:48])=[CH:37][CH:36]=2)=[N:24][N:25]([C:27]2[CH:32]=[CH:31][CH:30]=[CH:29][CH:28]=2)[CH:26]=1)=O.O. The catalyst is CN(C)C=O. The product is [CH3:48][C:47]1[O:46][C:45]([C:49]2[CH:50]=[CH:51][CH:52]=[CH:53][CH:54]=2)=[N:44][C:43]=1[CH2:42][O:41][C:38]1[CH:39]=[CH:40][C:35]([C:34]([NH:33][C:23]2[C:22](/[CH:20]=[CH:1]/[P:10](=[O:17])([O:11][CH2:12][CH3:13])[O:14][CH2:15][CH3:16])=[CH:26][N:25]([C:27]3[CH:28]=[CH:29][CH:30]=[CH:31][CH:32]=3)[N:24]=2)=[O:55])=[CH:36][CH:37]=1. The yield is 0.370. (2) The reactants are Cl[C:2]1=[N:3][C:4]2[CH:16]=[CH:15][CH:14]=[CH:13][C:5]=2[O:6][C:7]2[CH:12]=[CH:11][CH:10]=[CH:9][C:8]1=2.[CH3:17][O:18][C:19]([C:21]1[CH:26]=[CH:25][C:24](B(O)O)=[CH:23][CH:22]=1)=[O:20].C([O-])([O-])=O.[Na+].[Na+].CCOC(C)=O. The catalyst is COCCOC.C1C=CC([P]([Pd]([P](C2C=CC=CC=2)(C2C=CC=CC=2)C2C=CC=CC=2)([P](C2C=CC=CC=2)(C2C=CC=CC=2)C2C=CC=CC=2)[P](C2C=CC=CC=2)(C2C=CC=CC=2)C2C=CC=CC=2)(C2C=CC=CC=2)C2C=CC=CC=2)=CC=1. The product is [CH:9]1[C:8]2[C:2]([C:24]3[CH:25]=[CH:26][C:21]([C:19]([O:18][CH3:17])=[O:20])=[CH:22][CH:23]=3)=[N:3][C:4]3[CH:16]=[CH:15][CH:14]=[CH:13][C:5]=3[O:6][C:7]=2[CH:12]=[CH:11][CH:10]=1. The yield is 0.990. (3) The reactants are [N:1]([CH2:4][C@@H:5]([NH:13]C(=O)OC(C)(C)C)[CH2:6][C:7]1[CH:12]=[CH:11][CH:10]=[CH:9][CH:8]=1)=[N+:2]=[N-:3].O1CCOCC1. The catalyst is Cl.C(Cl)Cl. The product is [N:1]([CH2:4][C@@H:5]([NH2:13])[CH2:6][C:7]1[CH:12]=[CH:11][CH:10]=[CH:9][CH:8]=1)=[N+:2]=[N-:3]. The yield is 0.800. (4) The reactants are [CH3:1][O:2][C:3]1[CH:4]=[C:5]([NH:9][CH:10]([C:32]2[CH:37]=[CH:36][CH:35]=[CH:34][CH:33]=2)[C:11]([C:13]2[C:21]3[C:16](=[CH:17][CH:18]=[CH:19][CH:20]=3)[N:15]([CH2:22][CH2:23][NH:24]C(=O)OC(C)(C)C)[CH:14]=2)=[O:12])[CH:6]=[CH:7][CH:8]=1.FC(F)(F)C(O)=O. The catalyst is ClCCl. The product is [NH2:24][CH2:23][CH2:22][N:15]1[C:16]2[C:21](=[CH:20][CH:19]=[CH:18][CH:17]=2)[C:13]([C:11](=[O:12])[CH:10]([NH:9][C:5]2[CH:6]=[CH:7][CH:8]=[C:3]([O:2][CH3:1])[CH:4]=2)[C:32]2[CH:37]=[CH:36][CH:35]=[CH:34][CH:33]=2)=[CH:14]1. The yield is 0.620. (5) The reactants are [OH:1][C@@H:2]1[C@H:6]2[N:7]([C:21]([O:23][C:24]([CH3:27])([CH3:26])[CH3:25])=[O:22])[CH2:8][C@@H:9](OS(C3C=CC(C)=CC=3)(=O)=O)[C@H:5]2[O:4][CH2:3]1.[CH3:28][S-:29].[Na+].[Cl-].[NH4+]. The catalyst is CC(N(C)C)=O. The product is [OH:1][C@@H:2]1[C@H:6]2[N:7]([C:21]([O:23][C:24]([CH3:25])([CH3:26])[CH3:27])=[O:22])[CH2:8][C@H:9]([S:29][CH3:28])[C@H:5]2[O:4][CH2:3]1. The yield is 0.880. (6) The product is [NH2:11][C:4]1[CH:3]=[C:2]([F:1])[C:9]([F:10])=[CH:8][C:5]=1[C:6]#[N:7]. The reactants are [F:1][C:2]1[C:9]([F:10])=[CH:8][C:5]([C:6]#[N:7])=[C:4]([N+:11]([O-])=O)[CH:3]=1.[O-]S(S([O-])=O)=O.[Na+].[Na+].CCO. The yield is 0.390. The catalyst is O. (7) The catalyst is C1C=CC(P(C2C=CC=CC=2)[C-]2C=CC=C2)=CC=1.C1C=CC(P(C2C=CC=CC=2)[C-]2C=CC=C2)=CC=1.Cl[Pd]Cl.[Fe+2]. The yield is 0.120. The product is [CH:1]([N:4]1[C:8]([C:9]2[N:10]=[C:11]3[C:17]4[CH:18]=[CH:19][C:20]([C:33]5[N:34]=[CH:35][N:36]([CH2:38][C:39]([CH3:42])([OH:41])[CH3:40])[CH:37]=5)=[CH:21][C:16]=4[O:15][CH2:14][CH2:13][N:12]3[CH:31]=2)=[N:7][CH:6]=[N:5]1)([CH3:3])[CH3:2]. The reactants are [CH:1]([N:4]1[C:8]([C:9]2[N:10]=[C:11]3[C:17]4[CH:18]=[CH:19][C:20](B5OC(C)(C)C(C)(C)O5)=[CH:21][C:16]=4[O:15][CH2:14][CH2:13][N:12]3[CH:31]=2)=[N:7][CH:6]=[N:5]1)([CH3:3])[CH3:2].Br[C:33]1[N:34]=[CH:35][N:36]([CH2:38][C:39]([CH3:42])([OH:41])[CH3:40])[CH:37]=1.BrC1N(CC(C)(O)C)C=NC=1.COCCOC.C(=O)([O-])[O-].[Cs+].[Cs+].O.